From a dataset of Full USPTO retrosynthesis dataset with 1.9M reactions from patents (1976-2016). Predict the reactants needed to synthesize the given product. (1) Given the product [Br:8][C:9]1[CH:37]=[CH:36][C:35]([O:38][CH3:39])=[CH:34][C:10]=1[CH2:11][CH:12]1[CH2:17][CH2:16][N:15]([C:18](=[O:33])[CH2:19][CH:20]2[CH2:21][CH2:22][NH:23][CH2:24][CH2:25]2)[CH2:14][CH2:13]1, predict the reactants needed to synthesize it. The reactants are: FC(F)(F)C(O)=O.[Br:8][C:9]1[CH:37]=[CH:36][C:35]([O:38][CH3:39])=[CH:34][C:10]=1[CH2:11][CH:12]1[CH2:17][CH2:16][N:15]([C:18](=[O:33])[CH2:19][CH:20]2[CH2:25][CH2:24][N:23](C(OC(C)(C)C)=O)[CH2:22][CH2:21]2)[CH2:14][CH2:13]1. (2) Given the product [CH3:20][O:19][C:16]1[CH:17]=[CH:18][C:13]([N:10]2[CH:11]([CH3:12])[C:5]3[C:6](=[N:7][C:2]([NH:28][C:29]4[CH:34]=[CH:33][CH:32]=[CH:31][CH:30]=4)=[N:3][CH:4]=3)[N:8]([C:22]3[CH:23]=[CH:24][CH:25]=[CH:26][CH:27]=3)[C:9]2=[O:21])=[CH:14][CH:15]=1, predict the reactants needed to synthesize it. The reactants are: Cl[C:2]1[N:7]=[C:6]2[N:8]([C:22]3[CH:27]=[CH:26][CH:25]=[CH:24][CH:23]=3)[C:9](=[O:21])[N:10]([C:13]3[CH:18]=[CH:17][C:16]([O:19][CH3:20])=[CH:15][CH:14]=3)[CH:11]([CH3:12])[C:5]2=[CH:4][N:3]=1.[NH2:28][C:29]1[CH:34]=[CH:33][CH:32]=[CH:31][CH:30]=1. (3) Given the product [Br:8][C:9]1[CH:14]=[CH:13][C:12]([C:15]2[N:38]([C:37]3[CH:39]=[CH:40][C:34]([C:30]([CH3:33])([CH3:32])[CH3:31])=[CH:35][CH:36]=3)[C:18]([C:20]3[CH:25]=[CH:24][C:23]([N+:26]([O-:28])=[O:27])=[CH:22][CH:21]=3)=[CH:17][CH:16]=2)=[CH:11][CH:10]=1, predict the reactants needed to synthesize it. The reactants are: C(O)(C(F)(F)F)=O.[Br:8][C:9]1[CH:14]=[CH:13][C:12]([C:15](=O)[CH2:16][CH2:17][C:18]([C:20]2[CH:25]=[CH:24][C:23]([N+:26]([O-:28])=[O:27])=[CH:22][CH:21]=2)=O)=[CH:11][CH:10]=1.[C:30]([C:34]1[CH:40]=[CH:39][C:37]([NH2:38])=[CH:36][CH:35]=1)([CH3:33])([CH3:32])[CH3:31].CCOCC.O. (4) Given the product [CH3:1][O:2][C:3](=[O:48])[CH2:4][CH2:5][CH2:6][C:7]1[CH:12]=[CH:11][CH:10]=[C:9]([CH:13]2[CH:17]([Cl:75])[CH2:16][CH:15]([O:19][Si:20]([C:23]([CH3:26])([CH3:25])[CH3:24])([CH3:22])[CH3:21])[CH:14]2[CH:27]=[CH:28][CH:29]([O:36][Si:37]([C:40]([CH3:43])([CH3:42])[CH3:41])([CH3:39])[CH3:38])[CH:30]([CH3:35])[CH2:31][C:32]#[C:33][CH3:34])[C:8]=1[O:44][CH2:45][O:46][CH3:47], predict the reactants needed to synthesize it. The reactants are: [CH3:1][O:2][C:3](=[O:48])[CH2:4][CH2:5][CH2:6][C:7]1[CH:12]=[CH:11][CH:10]=[C:9]([CH:13]2[CH:17](O)[CH2:16][CH:15]([O:19][Si:20]([C:23]([CH3:26])([CH3:25])[CH3:24])([CH3:22])[CH3:21])[CH:14]2[CH:27]=[CH:28][CH:29]([O:36][Si:37]([C:40]([CH3:43])([CH3:42])[CH3:41])([CH3:39])[CH3:38])[CH:30]([CH3:35])[CH2:31][C:32]#[C:33][CH3:34])[C:8]=1[O:44][CH2:45][O:46][CH3:47].C1(P(C2C=CC=CC=2)C2C=CC=CC=2)C=CC=CC=1.N1C=CC=CC=1.C(Cl)(Cl)(Cl)[Cl:75].